From a dataset of Forward reaction prediction with 1.9M reactions from USPTO patents (1976-2016). Predict the product of the given reaction. (1) Given the reactants [C:1]([C:3]1[CH:24]=[CH:23][C:6]([CH2:7][NH:8][C:9](=[O:22])[CH:10]([C:13]2[CH:18]=[CH:17][C:16]([O:19][CH3:20])=[CH:15][C:14]=2[F:21])[O:11][CH3:12])=[CH:5][CH:4]=1)#[N:2].Cl.[NH2:26][OH:27].C(N(CC)CC)C, predict the reaction product. The product is: [F:21][C:14]1[CH:15]=[C:16]([O:19][CH3:20])[CH:17]=[CH:18][C:13]=1[CH:10]([O:11][CH3:12])[C:9]([NH:8][CH2:7][C:6]1[CH:5]=[CH:4][C:3]([C:1](=[NH:2])[NH:26][OH:27])=[CH:24][CH:23]=1)=[O:22]. (2) Given the reactants [CH3:1][C:2]1[O:6][N:5]=[C:4]([C:7]2[CH:12]=[CH:11][CH:10]=[CH:9][N:8]=2)[C:3]=1[CH2:13]O.S(Cl)([Cl:17])=O, predict the reaction product. The product is: [Cl:17][CH2:13][C:3]1[C:4]([C:7]2[CH:12]=[CH:11][CH:10]=[CH:9][N:8]=2)=[N:5][O:6][C:2]=1[CH3:1].